Dataset: CYP2D6 inhibition data for predicting drug metabolism from PubChem BioAssay. Task: Regression/Classification. Given a drug SMILES string, predict its absorption, distribution, metabolism, or excretion properties. Task type varies by dataset: regression for continuous measurements (e.g., permeability, clearance, half-life) or binary classification for categorical outcomes (e.g., BBB penetration, CYP inhibition). Dataset: cyp2d6_veith. The drug is Cc1[nH]c(=O)c(C(=O)/C=C/c2ccccc2F)c2c1CCCC2. The result is 0 (non-inhibitor).